From a dataset of Full USPTO retrosynthesis dataset with 1.9M reactions from patents (1976-2016). Predict the reactants needed to synthesize the given product. (1) The reactants are: [C:1]([O:5][N:6]=[C:7]([CH2:9][O:10][CH2:11][CH2:12][O:13][CH2:14][CH2:15][OH:16])[CH3:8])([CH3:4])([CH3:3])[CH3:2].[Cl:17][C:18]1[CH:23]=[C:22]([O:24][CH2:25][CH:26]=[C:27]([Cl:29])[Cl:28])[CH:21]=[C:20]([Cl:30])[C:19]=1O.C1(P(C2C=CC=CC=2)C2C=CC=CC=2)C=CC=CC=1.N(C(OC(C)C)=O)=NC(OC(C)C)=O. Given the product [C:1]([O:5][N:6]=[C:7]([CH2:9][O:10][CH2:11][CH2:12][O:13][CH2:14][CH2:15][O:16][C:19]1[C:20]([Cl:30])=[CH:21][C:22]([O:24][CH2:25][CH:26]=[C:27]([Cl:28])[Cl:29])=[CH:23][C:18]=1[Cl:17])[CH3:8])([CH3:4])([CH3:3])[CH3:2], predict the reactants needed to synthesize it. (2) The reactants are: C(O[C:4]([C:6]1[N:7]=[C:8]([C:11]2[CH:16]=[CH:15][CH:14]=[C:13]([C:17]3[CH2:18][C:19](=[O:35])[NH:20][C:21]4[CH:27]=[C:26]([C:28]5[CH:33]=[CH:32][C:31]([F:34])=[CH:30][CH:29]=5)[CH:25]=[CH:24][C:22]=4[N:23]=3)[CH:12]=2)[S:9][CH:10]=1)=[O:5])C. Given the product [OH:5][CH2:4][CH2:6][NH:7][C:4]([C:6]1[N:7]=[C:8]([C:11]2[CH:16]=[CH:15][CH:14]=[C:13]([C:17]3[CH2:18][C:19](=[O:35])[NH:20][C:21]4[CH:27]=[C:26]([C:28]5[CH:29]=[CH:30][C:31]([F:34])=[CH:32][CH:33]=5)[CH:25]=[CH:24][C:22]=4[N:23]=3)[CH:12]=2)[S:9][CH:10]=1)=[O:5], predict the reactants needed to synthesize it. (3) Given the product [CH2:15]([CH:17]([CH2:20][CH2:21][CH2:22][CH3:23])[CH2:18][O:8][C:5]1[CH:6]=[CH:7][C:2]([Br:1])=[CH:3][CH:4]=1)[CH3:16], predict the reactants needed to synthesize it. The reactants are: [Br:1][C:2]1[CH:7]=[CH:6][C:5]([OH:8])=[CH:4][CH:3]=1.C(=O)([O-])[O-].[K+].[K+].[CH2:15]([CH:17]([CH2:20][CH2:21][CH2:22][CH3:23])[CH2:18]Br)[CH3:16].CN(C=O)C. (4) Given the product [CH3:11][O:10][C:7]1[CH:6]=[CH:5][C:4]([O:3][C:2]([F:12])([F:13])[F:1])=[CH:9][C:8]=1[CH:26]=[O:27], predict the reactants needed to synthesize it. The reactants are: [F:1][C:2]([F:13])([F:12])[O:3][C:4]1[CH:9]=[CH:8][C:7]([O:10][CH3:11])=[CH:6][CH:5]=1.C1N2CN3CN(C2)CN1C3.FC(F)(F)[C:26](O)=[O:27].